Task: Predict the product of the given reaction.. Dataset: Forward reaction prediction with 1.9M reactions from USPTO patents (1976-2016) Given the reactants Br[CH2:2][C:3](OC)(OC)[CH3:4].Cl.C(=O)([O-])[O-].[K+].[K+].[F:16][C:17]1[CH:22]=[CH:21][C:20]([S:23]([CH2:26][C:27]2[CH:32]=[CH:31][CH:30]=[CH:29][N:28]=2)(=[O:25])=[O:24])=[CH:19][CH:18]=1, predict the reaction product. The product is: [F:16][C:17]1[CH:18]=[CH:19][C:20]([S:23]([C:26]2[C:3]([CH3:4])=[CH:2][N:28]3[C:27]=2[CH:32]=[CH:31][CH:30]=[CH:29]3)(=[O:25])=[O:24])=[CH:21][CH:22]=1.